From a dataset of Full USPTO retrosynthesis dataset with 1.9M reactions from patents (1976-2016). Predict the reactants needed to synthesize the given product. (1) The reactants are: C(Cl)(Cl)Cl.[Cl:5][C:6]1[C:15]([CH2:16][NH:17][CH:18]2[CH2:23][CH2:22][N:21]([CH2:24][CH2:25][N:26]3[C:35]4[C:30](=[CH:31][CH:32]=[C:33]([O:36][CH3:37])[CH:34]=4)[N:29]=[CH:28][C:27]3=[O:38])[CH2:20][CH2:19]2)=[N:14][C:13]2[NH:12][C:11](=[O:39])[CH2:10][S:9][C:8]=2[CH:7]=1.[C:40](O[C:40]([O:42][C:43]([CH3:46])([CH3:45])[CH3:44])=[O:41])([O:42][C:43]([CH3:46])([CH3:45])[CH3:44])=[O:41]. Given the product [C:43]([O:42][C:40](=[O:41])[N:17]([CH2:16][C:15]1[C:6]([Cl:5])=[CH:7][C:8]2[S:9][CH2:10][C:11](=[O:39])[NH:12][C:13]=2[N:14]=1)[CH:18]1[CH2:23][CH2:22][N:21]([CH2:24][CH2:25][N:26]2[C:35]3[C:30](=[CH:31][CH:32]=[C:33]([O:36][CH3:37])[CH:34]=3)[N:29]=[CH:28][C:27]2=[O:38])[CH2:20][CH2:19]1)([CH3:46])([CH3:45])[CH3:44], predict the reactants needed to synthesize it. (2) Given the product [N+:1]([C:4]1[CH:5]=[C:6]([S:10]([CH2:13][CH2:14][O:15][C:16](=[O:35])[CH2:17][CH2:18][CH2:19][CH2:20][CH2:21][NH:22][C:23](=[O:34])[CH2:24][O:25][C:26]2[CH:31]=[C:30]([CH3:32])[C:29]([S:37]([Cl:36])(=[O:39])=[O:38])=[C:28]([CH3:33])[CH:27]=2)(=[O:12])=[O:11])[CH:7]=[CH:8][CH:9]=1)([O-:3])=[O:2], predict the reactants needed to synthesize it. The reactants are: [N+:1]([C:4]1[CH:5]=[C:6]([S:10]([CH2:13][CH2:14][O:15][C:16](=[O:35])[CH2:17][CH2:18][CH2:19][CH2:20][CH2:21][NH:22][C:23](=[O:34])[CH2:24][O:25][C:26]2[CH:31]=[C:30]([CH3:32])[CH:29]=[C:28]([CH3:33])[CH:27]=2)(=[O:12])=[O:11])[CH:7]=[CH:8][CH:9]=1)([O-:3])=[O:2].[Cl:36][S:37](O)(=[O:39])=[O:38]. (3) The reactants are: [CH3:1][C:2]1[CH:7]=[CH:6][C:5]([OH:8])=[C:4]([N+:9]([O-:11])=[O:10])[CH:3]=1.CCN(CC)CC.[F:19][C:20]([F:33])([F:32])[S:21](O[S:21]([C:20]([F:33])([F:32])[F:19])(=[O:23])=[O:22])(=[O:23])=[O:22]. Given the product [CH3:1][C:2]1[CH:7]=[CH:6][C:5]([O:8][S:21]([C:20]([F:33])([F:32])[F:19])(=[O:23])=[O:22])=[C:4]([N+:9]([O-:11])=[O:10])[CH:3]=1, predict the reactants needed to synthesize it. (4) Given the product [C:8]([O:16][CH2:17][CH2:18][O:19][C:20]([NH:1][C@H:2]([CH2:3][OH:4])[C:5]([OH:7])=[O:6])=[O:21])(=[O:15])[CH2:9][CH2:10][CH2:11][CH2:12][CH2:13][CH3:14], predict the reactants needed to synthesize it. The reactants are: [NH2:1][C@@H:2]([C:5]([OH:7])=[O:6])[CH2:3][OH:4].[C:8]([O:16][CH2:17][CH2:18][O:19][C:20](ON1C(=O)CCC1=O)=[O:21])(=[O:15])[CH2:9][CH2:10][CH2:11][CH2:12][CH2:13][CH3:14]. (5) Given the product [CH3:1][C@@H:2]([C:27]([CH3:35])([C:29]1[CH:34]=[CH:33][CH:32]=[CH:31][CH:30]=1)[CH3:28])[C:3]([NH:5][C@@H:6]([C:23]([CH3:24])([CH3:25])[CH3:26])[C:7]([N:9]([CH3:22])[C@@H:10]([CH:19]([CH3:20])[CH3:21])/[CH:11]=[C:12](\[CH3:18])/[C:13]([OH:15])=[O:14])=[O:8])=[O:4], predict the reactants needed to synthesize it. The reactants are: [CH3:1][C@@H:2]([C:27]([CH3:35])([C:29]1[CH:34]=[CH:33][CH:32]=[CH:31][CH:30]=1)[CH3:28])[C:3]([NH:5][C@@H:6]([C:23]([CH3:26])([CH3:25])[CH3:24])[C:7]([N:9]([CH3:22])[C@@H:10]([CH:19]([CH3:21])[CH3:20])/[CH:11]=[C:12](\[CH3:18])/[C:13]([O:15]CC)=[O:14])=[O:8])=[O:4].O1CCCC1.O.[OH-].[Li+].Cl. (6) The reactants are: [CH2:1]([NH:7][C:8]1[C:9]([NH2:16])=[CH:10][C:11]([CH3:15])=[C:12]([CH3:14])[CH:13]=1)[CH2:2][CH2:3][CH2:4][CH:5]=[CH2:6].O.[NH:18]1[C:26](=[O:27])[C:24](=O)[C:22](=O)[NH:21][C:19]1=[O:20].B(O)(O)O. Given the product [CH2:1]([N:7]1[C:22]2[C:24]([C:26](=[O:27])[NH:18][C:19](=[O:20])[N:21]=2)=[N:16][C:9]2[CH:10]=[C:11]([CH3:15])[C:12]([CH3:14])=[CH:13][C:8]1=2)[CH2:2][CH2:3][CH2:4][CH:5]=[CH2:6], predict the reactants needed to synthesize it. (7) Given the product [F:1][C:2]([F:26])([F:27])[C:3]1[CH:4]=[C:5]([NH:9][C:10](=[O:25])[C:11](=[CH:32][C:31]2[CH:34]=[CH:35][C:36]([O:37][CH3:38])=[C:29]([Br:28])[CH:30]=2)[C:12]([NH:14][C:15]2[CH:20]=[CH:19][CH:18]=[C:17]([C:21]([F:24])([F:23])[F:22])[CH:16]=2)=[O:13])[CH:6]=[CH:7][CH:8]=1, predict the reactants needed to synthesize it. The reactants are: [F:1][C:2]([F:27])([F:26])[C:3]1[CH:4]=[C:5]([NH:9][C:10](=[O:25])[CH2:11][C:12]([NH:14][C:15]2[CH:20]=[CH:19][CH:18]=[C:17]([C:21]([F:24])([F:23])[F:22])[CH:16]=2)=[O:13])[CH:6]=[CH:7][CH:8]=1.[Br:28][C:29]1[CH:30]=[C:31]([CH:34]=[CH:35][C:36]=1[O:37][CH3:38])[CH:32]=O. (8) Given the product [C:1]([O:5][C:6]([N:8]1[CH2:13][CH2:12][C@@H:11]([NH:14][S:15]([CH:18]([CH3:20])[CH3:19])(=[O:17])=[O:16])[C@H:10]([C:21]2[CH:26]=[CH:25][C:24]([C:28]3[CH:33]=[CH:32][CH:31]=[CH:30][CH:29]=3)=[CH:23][CH:22]=2)[CH2:9]1)=[O:7])([CH3:4])([CH3:3])[CH3:2], predict the reactants needed to synthesize it. The reactants are: [C:1]([O:5][C:6]([N:8]1[CH2:13][CH2:12][C@@H:11]([NH:14][S:15]([CH:18]([CH3:20])[CH3:19])(=[O:17])=[O:16])[C@H:10]([C:21]2[CH:26]=[CH:25][C:24](I)=[CH:23][CH:22]=2)[CH2:9]1)=[O:7])([CH3:4])([CH3:3])[CH3:2].[C:28]1(B(O)O)[CH:33]=[CH:32][CH:31]=[CH:30][CH:29]=1.C([O-])([O-])=O.[Na+].[Na+].C(O)C. (9) Given the product [F:1][C:2]1[CH:7]=[CH:6][C:5]([C:12]2[S:20][C:19]3[C:18]([NH:21][C:22]4[CH:23]=[C:24]5[C:28](=[CH:29][CH:30]=4)[NH:27][CH:26]=[CH:25]5)=[N:17][CH:16]=[N:15][C:14]=3[CH:13]=2)=[CH:4][CH:3]=1, predict the reactants needed to synthesize it. The reactants are: [F:1][C:2]1[CH:7]=[CH:6][C:5](B(O)O)=[CH:4][CH:3]=1.Br[C:12]1[S:20][C:19]2[C:18]([NH:21][C:22]3[CH:23]=[C:24]4[C:28](=[CH:29][CH:30]=3)[NH:27][CH:26]=[CH:25]4)=[N:17][CH:16]=[N:15][C:14]=2[CH:13]=1.